Dataset: Forward reaction prediction with 1.9M reactions from USPTO patents (1976-2016). Task: Predict the product of the given reaction. Given the reactants Br/[C:2](/[C:12]1[CH:17]=[CH:16][C:15]([F:18])=[CH:14][CH:13]=1)=[C:3](\[C:6]1[CH:11]=[CH:10][CH:9]=[CH:8][CH:7]=1)/[CH2:4][CH3:5].[CH:19]([C:21]1[CH:26]=[CH:25][C:24](B(O)O)=[CH:23][CH:22]=1)=[O:20].C(=O)([O-])[O-].[Na+].[Na+], predict the reaction product. The product is: [CH:19]([C:21]1[CH:26]=[CH:25][C:24](/[C:2](/[C:12]2[CH:17]=[CH:16][C:15]([F:18])=[CH:14][CH:13]=2)=[C:3](\[C:6]2[CH:11]=[CH:10][CH:9]=[CH:8][CH:7]=2)/[CH2:4][CH3:5])=[CH:23][CH:22]=1)=[O:20].